From a dataset of Forward reaction prediction with 1.9M reactions from USPTO patents (1976-2016). Predict the product of the given reaction. Given the reactants [F:1][C:2]1[C:7]([F:8])=[CH:6][CH:5]=[CH:4][C:3]=1[C:9]1[N:17]=[C:12]2[CH:13]=[N:14][NH:15][CH:16]=[C:11]2[N:10]=1.Cl[CH2:19][C:20]1[O:24][N:23]=[C:22]([C:25]2[CH:30]=[CH:29][C:28]([O:31][C:32]([F:35])([F:34])[F:33])=[C:27]([Cl:36])[CH:26]=2)[CH:21]=1, predict the reaction product. The product is: [Cl:36][C:27]1[CH:26]=[C:25]([C:22]2[CH:21]=[C:20]([CH2:19][N:14]3[CH:13]=[C:12]4[N:17]=[C:9]([C:3]5[CH:4]=[CH:5][CH:6]=[C:7]([F:8])[C:2]=5[F:1])[N:10]=[C:11]4[CH:16]=[N:15]3)[O:24][N:23]=2)[CH:30]=[CH:29][C:28]=1[O:31][C:32]([F:34])([F:33])[F:35].